This data is from Peptide-MHC class II binding affinity with 134,281 pairs from IEDB. The task is: Regression. Given a peptide amino acid sequence and an MHC pseudo amino acid sequence, predict their binding affinity value. This is MHC class II binding data. The peptide sequence is HDWILADKRPTAWFLHHHHHH. The MHC is DRB3_0101 with pseudo-sequence DRB3_0101. The binding affinity (normalized) is 0.642.